Dataset: Full USPTO retrosynthesis dataset with 1.9M reactions from patents (1976-2016). Task: Predict the reactants needed to synthesize the given product. (1) Given the product [CH3:46][N:2]([CH3:1])[CH2:3][CH2:4][O:5][C:6]1[CH:7]=[C:8]([NH:16][C:17](=[O:45])[CH2:18][C:19]2[CH:24]=[CH:23][C:22]([C:25]3[CH:30]=[C:29]([O:31][CH2:32][CH3:33])[C:28](=[O:34])[NH:27][CH:26]=3)=[CH:21][C:20]=2[F:44])[CH:9]=[C:10]([C:12]([F:15])([F:13])[F:14])[CH:11]=1, predict the reactants needed to synthesize it. The reactants are: [CH3:1][N:2]([CH3:46])[CH2:3][CH2:4][O:5][C:6]1[CH:7]=[C:8]([NH:16][C:17](=[O:45])[CH2:18][C:19]2[CH:24]=[CH:23][C:22]([C:25]3[CH:26]=[N:27][C:28]([O:34]CC4C=CC(OC)=CC=4)=[C:29]([O:31][CH2:32][CH3:33])[CH:30]=3)=[CH:21][C:20]=2[F:44])[CH:9]=[C:10]([C:12]([F:15])([F:14])[F:13])[CH:11]=1. (2) The reactants are: [C:1]([O:10]C)(=O)[C:2]1[C:3](=[CH:5][CH:6]=[CH:7][CH:8]=1)[SH:4].[CH2:12]([S:16][C:17]1[CH:22]=[CH:21][C:20]([C:23]#[N:24])=[CH:19][N:18]=1)[CH:13]([CH3:15])[CH3:14].C(N(CC)CC)C. Given the product [CH2:12]([S:16][C:17]1[N:18]=[CH:19][C:20]([C:23]2[S:4][C:3]3[CH:5]=[CH:6][CH:7]=[CH:8][C:2]=3[C:1](=[O:10])[N:24]=2)=[CH:21][CH:22]=1)[CH:13]([CH3:15])[CH3:14], predict the reactants needed to synthesize it. (3) Given the product [CH:6]([O:9][C:10]1[CH:15]=[CH:14][C:13]([S:16]([NH2:19])(=[O:18])=[O:17])=[CH:12][C:11]=1[N:20]=[C:23]=[S:24])([CH3:8])[CH3:7], predict the reactants needed to synthesize it. The reactants are: C(=O)(O)[O-].[Na+].[CH:6]([O:9][C:10]1[CH:15]=[CH:14][C:13]([S:16]([NH2:19])(=[O:18])=[O:17])=[CH:12][C:11]=1[N+:20]([O-])=O)([CH3:8])[CH3:7].[C:23](Cl)(Cl)=[S:24]. (4) Given the product [ClH:1].[CH3:4][N:3]([CH2:5][CH:6]1[CH2:15][CH2:14][C:13]2[C:8](=[CH:9][CH:10]=[C:11]([O:45][CH2:44][C:41]3[CH:40]=[CH:39][C:38]([C:35]4[CH:36]=[CH:37][C:32]([CH2:30][CH3:31])=[CH:33][CH:34]=4)=[CH:43][CH:42]=3)[CH:12]=2)[CH2:7]1)[CH3:2], predict the reactants needed to synthesize it. The reactants are: [ClH:1].[CH3:2][N:3]([CH2:5][CH:6]1[CH2:15][CH2:14][C:13]2[C:8](=[CH:9][CH:10]=[C:11](NS(C3C=CC4C(=CC=CC=4)C=3)(=O)=O)[CH:12]=2)[CH2:7]1)[CH3:4].[CH2:30]([C:32]1[CH:37]=[CH:36][C:35]([C:38]2[CH:43]=[CH:42][C:41]([CH2:44][OH:45])=[CH:40][CH:39]=2)=[CH:34][CH:33]=1)[CH3:31].C1(P(C2C=CC=CC=2)C2C=CC=CC=2)C=CC=CC=1.N(C(OCC)=O)=NC(OCC)=O. (5) Given the product [Cl:16][C:4]1[CH:5]=[C:6]([C:8]2[CH:13]=[C:12]([Cl:14])[CH:11]=[CH:10][C:9]=2[O:15][CH2:18][CH:19]2[CH2:24][CH2:23][CH2:22][CH2:21][CH2:20]2)[N:7]=[C:2]([NH2:1])[N:3]=1, predict the reactants needed to synthesize it. The reactants are: [NH2:1][C:2]1[N:7]=[C:6]([C:8]2[CH:13]=[C:12]([Cl:14])[CH:11]=[CH:10][C:9]=2[OH:15])[CH:5]=[C:4]([Cl:16])[N:3]=1.Br[CH2:18][CH:19]1[CH2:24][CH2:23][CH2:22][CH2:21][CH2:20]1. (6) Given the product [Cl:1][C:2]1[C:10]([NH2:11])=[C:9]([Cl:14])[C:8]([F:15])=[CH:7][C:3]=1[C:4]([NH2:6])=[O:5], predict the reactants needed to synthesize it. The reactants are: [Cl:1][C:2]1[C:10]([N+:11]([O-])=O)=[C:9]([Cl:14])[C:8]([F:15])=[CH:7][C:3]=1[C:4]([NH2:6])=[O:5].C([O-])(O)=O.[Na+]. (7) Given the product [ClH:39].[N:15]1([S:12]([C:5]2[C:6]3[C:11](=[CH:10][CH:9]=[CH:8][CH:7]=3)[C:2]([N:40]3[CH2:41][CH2:42][NH:50][CH2:44][CH2:49]3)=[CH:3][CH:4]=2)(=[O:14])=[O:13])[C:24]2[C:19](=[CH:20][CH:21]=[CH:22][CH:23]=2)[CH2:18][CH2:17][CH2:16]1, predict the reactants needed to synthesize it. The reactants are: F[C:2]1[C:11]2[C:6](=[CH:7][CH:8]=[CH:9][CH:10]=2)[C:5]([S:12]([N:15]2[C:24]3[C:19](=[CH:20][CH:21]=[CH:22][CH:23]=3)[CH2:18][CH2:17][CH2:16]2)(=[O:14])=[O:13])=[CH:4][CH:3]=1.FC1C2C(=CC=CC=2)C(S([Cl:39])(=O)=O)=CC=1.[NH:40]1[C:49]2[C:44](=CC=CC=2)C[CH2:42][CH2:41]1.[N:50]1C=CC=CC=1.